Dataset: Reaction yield outcomes from USPTO patents with 853,638 reactions. Task: Predict the reaction yield, written as a fraction of the theoretical maximum amount of product (1.0 means a 100% yield; for example, 0.34 means a 34% yield). (1) The reactants are C[O:2][C:3](=[O:30])[CH2:4][N:5]1[CH2:12][CH:11]2[CH:7]([CH2:8][N:9]([CH2:13][C:14]3[CH:19]=[CH:18][C:17]([O:20][C:21]4[S:22][C:23]5[CH:29]=[CH:28][CH:27]=[CH:26][C:24]=5[N:25]=4)=[CH:16][CH:15]=3)[CH2:10]2)[CH2:6]1.[OH-].[K+]. The catalyst is C(O)(C)C.O. The product is [S:22]1[C:23]2[CH:29]=[CH:28][CH:27]=[CH:26][C:24]=2[N:25]=[C:21]1[O:20][C:17]1[CH:16]=[CH:15][C:14]([CH2:13][N:9]2[CH2:8][CH:7]3[CH2:6][N:5]([CH2:4][C:3]([OH:30])=[O:2])[CH2:12][CH:11]3[CH2:10]2)=[CH:19][CH:18]=1. The yield is 0.300. (2) The reactants are O=P12OP3(OP(OP(O3)(O1)=O)(=O)O2)=O.CO[CH:17]([O:32]C)[CH2:18][NH:19][C:20](=O)[C:21]1[CH:26]=[CH:25][C:24]([N+:27]([O-:29])=[O:28])=[C:23]([F:30])[CH:22]=1. The catalyst is CS(O)(=O)=O. The product is [F:30][C:23]1[CH:22]=[C:21]([C:20]2[O:32][CH:17]=[CH:18][N:19]=2)[CH:26]=[CH:25][C:24]=1[N+:27]([O-:29])=[O:28]. The yield is 0.330. (3) The reactants are [C:1]([O:4][CH2:5][C:6]1[CH:11]=[CH:10][CH:9]=[C:8]([CH2:12][CH2:13][CH2:14][CH:15]=[O:16])[C:7]=1[Br:17])(=[O:3])[CH3:2].CC(=CC)C.[O-:23]Cl=O.[Na+]. The catalyst is C(O)(C)(C)C.O. The product is [C:1]([O:4][CH2:5][C:6]1[C:7]([Br:17])=[C:8]([CH2:12][CH2:13][CH2:14][C:15]([OH:23])=[O:16])[CH:9]=[CH:10][CH:11]=1)(=[O:3])[CH3:2]. The yield is 0.870.